From a dataset of Full USPTO retrosynthesis dataset with 1.9M reactions from patents (1976-2016). Predict the reactants needed to synthesize the given product. (1) Given the product [Br:1][C:2]1[CH:7]=[CH:6][C:5]2=[C:8]([C:9]#[N:10])[CH:11]=[C:12]3[C:17]([CH:16]=[N:15][CH:14]=[CH:13]3)=[C:4]2[CH:3]=1, predict the reactants needed to synthesize it. The reactants are: [Br:1][C:2]1[CH:7]=[CH:6][C:5](/[C:8](=[CH:11]\[C:12]2[CH:17]=[CH:16][N:15]=[CH:14][CH:13]=2)/[C:9]#[N:10])=[CH:4][CH:3]=1. (2) Given the product [Br:1][C:13]1[CH:25]=[CH:26][C:27]([CH3:28])=[C:14]([CH:22]([C:18]2[O:17][CH:21]=[CH:20][CH:19]=2)[OH:23])[CH:12]=1, predict the reactants needed to synthesize it. The reactants are: [Br:1]C1C=CC(I)=C(C)C=1.[Cl-].[Li+].[CH:12]([Mg]Cl)([CH3:14])[CH3:13].[O:17]1[CH:21]=[CH:20][CH:19]=[C:18]1[CH:22]=[O:23].O1[CH2:28][CH2:27][CH2:26][CH2:25]1. (3) Given the product [CH3:16][NH:17][CH2:12][CH2:11][CH2:10][CH2:9][S:6]([CH2:5][CH2:4][CH2:3][C:2]([F:15])([F:14])[F:1])(=[O:8])=[O:7], predict the reactants needed to synthesize it. The reactants are: [F:1][C:2]([F:15])([F:14])[CH2:3][CH2:4][CH2:5][S:6]([CH2:9][CH2:10][CH2:11][CH2:12]Cl)(=[O:8])=[O:7].[CH3:16][NH2:17]. (4) The reactants are: [CH3:1][N:2]([CH2:10][CH2:11][CH:12]=[O:13])[C:3](=[O:9])[O:4][C:5]([CH3:8])([CH3:7])[CH3:6].[F:14][C:15]([Si](C)(C)C)([F:17])[F:16].[F-].C([N+](CCCC)(CCCC)CCCC)CCC.[Cl-].[NH4+]. Given the product [CH3:1][N:2]([CH2:10][CH2:11][CH:12]([OH:13])[C:15]([F:17])([F:16])[F:14])[C:3](=[O:9])[O:4][C:5]([CH3:8])([CH3:6])[CH3:7], predict the reactants needed to synthesize it. (5) Given the product [ClH:1].[Cl:1][C:2]1[CH:3]=[N:4][N:5]([C:7]2([C:10]3[NH:31][C:13]4=[N:14][C:15]([N:18]5[CH2:23][CH2:22][CH2:21][C@@H:20]([C:24]([N:26]6[CH2:27][CH2:28][CH2:29][CH2:30]6)=[O:25])[CH2:19]5)=[CH:16][CH:17]=[C:12]4[N:11]=3)[CH2:9][CH2:8]2)[CH:6]=1, predict the reactants needed to synthesize it. The reactants are: [Cl:1][C:2]1[CH:3]=[N:4][N:5]([C:7]2([C:10]3[NH:31][C:13]4=[N:14][C:15]([N:18]5[CH2:23][CH2:22][CH2:21][C@@H:20]([C:24]([N:26]6[CH2:30][CH2:29][CH2:28][CH2:27]6)=[O:25])[CH2:19]5)=[CH:16][CH:17]=[C:12]4[N:11]=3)[CH2:9][CH2:8]2)[CH:6]=1. (6) Given the product [C:20](=[O:21])([O:19][CH2:17][CH3:18])[O:8][C:5]1[CH:6]=[CH:7][C:2]([Br:1])=[CH:3][C:4]=1[F:9], predict the reactants needed to synthesize it. The reactants are: [Br:1][C:2]1[CH:7]=[CH:6][C:5]([OH:8])=[C:4]([F:9])[CH:3]=1.C(N(CC)CC)C.[CH2:17]([O:19][C:20](Cl)=[O:21])[CH3:18]. (7) Given the product [CH2:19]([O:18][C:16](=[O:17])[CH:15]([CH2:14][NH:32][CH2:31][C:30]1[CH:33]=[CH:34][C:27]([F:26])=[CH:28][CH:29]=1)[CH2:21][CH:22]([CH3:23])[CH3:24])[CH3:20], predict the reactants needed to synthesize it. The reactants are: [H-].C([Al+]CC(C)C)C(C)C.C(O[C:14](=O)[CH:15]([CH2:21][CH:22]([CH3:24])[CH3:23])[C:16]([O:18][CH2:19][CH3:20])=[O:17])C.[F:26][C:27]1[CH:34]=[CH:33][C:30]([CH2:31][NH2:32])=[CH:29][CH:28]=1.C([BH3-])#N.[Na+].